Dataset: Forward reaction prediction with 1.9M reactions from USPTO patents (1976-2016). Task: Predict the product of the given reaction. (1) Given the reactants Cl[C:2]1[CH:7]=[C:6]([O:8][CH3:9])[CH:5]=[C:4]([Cl:10])[N:3]=1.[F:11][C:12]([F:19])([F:18])[C:13]1[CH:17]=[CH:16][NH:15][N:14]=1.C(=O)([O-])[O-].[Cs+].[Cs+].O, predict the reaction product. The product is: [Cl:10][C:4]1[CH:5]=[C:6]([O:8][CH3:9])[CH:7]=[C:2]([N:15]2[CH:16]=[CH:17][C:13]([C:12]([F:19])([F:18])[F:11])=[N:14]2)[N:3]=1. (2) Given the reactants C1(N2C(=O)C3=CNC4C=C[C:16]([N:19]5[CH2:24][CH2:23][NH:22][CH2:21][CH2:20]5)=NC=4C3=N2)C=CC=CC=1.F[C:28]1[CH:37]=[CH:36][C:35]2[NH:34][CH:33]=[C:32]3[C:38](=[O:49])[N:39]([C:41]4[CH:46]=[CH:45][C:44]([O:47][CH3:48])=[CH:43][CH:42]=4)[N:40]=[C:31]3[C:30]=2[N:29]=1.CN1CCNCC1.N1CCNCC1, predict the reaction product. The product is: [CH3:48][O:47][C:44]1[CH:45]=[CH:46][C:41]([N:39]2[C:38](=[O:49])[C:32]3=[CH:33][NH:34][C:35]4[CH:36]=[CH:37][C:28]([N:22]5[CH2:23][CH2:24][N:19]([CH3:16])[CH2:20][CH2:21]5)=[N:29][C:30]=4[C:31]3=[N:40]2)=[CH:42][CH:43]=1. (3) The product is: [Cl:11][C:12]1[N:17]=[C:16]2[C:18]([CH2:21][NH:7][C@@H:5]([CH3:6])[CH:4]([O:8][CH2:9][CH3:10])[O:3][CH2:1][CH3:2])=[CH:19][S:20][C:15]2=[CH:14][CH:13]=1. Given the reactants [CH2:1]([O:3][CH:4]([O:8][CH2:9][CH3:10])[C@@H:5]([NH2:7])[CH3:6])[CH3:2].[Cl:11][C:12]1[N:17]=[C:16]2[C:18]([CH:21]=O)=[CH:19][S:20][C:15]2=[CH:14][CH:13]=1, predict the reaction product. (4) Given the reactants [Cl:1][C:2]1[CH:29]=[CH:28][C:5]([CH2:6][N:7]2[C:12](SCC)=[N:11][C:10](=[O:16])[N:9]([CH2:17][C:18]([C:22]([O:24][CH2:25][CH3:26])=[O:23])=[N:19][O:20][CH3:21])[C:8]2=[O:27])=[CH:4][CH:3]=1.[F:30][C:31]1[CH:32]=[C:33]([CH:35]=[CH:36][C:37]=1[O:38][CH:39]([CH3:41])[CH3:40])[NH2:34].[C:42](O)(=O)C.C(=O)(O)[O-].[Na+], predict the reaction product. The product is: [Cl:1][C:2]1[CH:29]=[CH:28][C:5]([CH2:6][N:7]2[C:12](=[N:34][C:33]3[CH:35]=[CH:36][C:37]([O:38][CH:39]([CH3:41])[CH3:40])=[C:31]([F:30])[CH:32]=3)[NH:11][C:10](=[O:16])[N:9]([CH2:17][C:18](=[N:19][O:20][CH2:21][CH3:42])[C:22]([O:24][CH2:25][CH3:26])=[O:23])[C:8]2=[O:27])=[CH:4][CH:3]=1. (5) Given the reactants [NH:1]1[CH2:6][CH2:5][CH:4]([C:7]2[CH:15]=[CH:14][CH:13]=[C:12]3[C:8]=2[CH2:9][C:10](=[O:16])[NH:11]3)[CH2:3][CH2:2]1.[N:17]1([CH2:23][CH2:24][O:25][C:26]2[CH:27]=[C:28]3[C:32](=[CH:33][CH:34]=2)[NH:31][C:30]([CH:35]=O)=[CH:29]3)[CH2:22][CH2:21][O:20][CH2:19][CH2:18]1, predict the reaction product. The product is: [N:17]1([CH2:23][CH2:24][O:25][C:26]2[CH:27]=[C:28]3[C:32](=[CH:33][CH:34]=2)[NH:31][C:30]([CH:35]=[C:9]2[C:8]4[C:12](=[CH:13][CH:14]=[CH:15][C:7]=4[CH:4]4[CH2:3][CH2:2][NH:1][CH2:6][CH2:5]4)[NH:11][C:10]2=[O:16])=[CH:29]3)[CH2:18][CH2:19][O:20][CH2:21][CH2:22]1. (6) Given the reactants [N+:1]([C:4]1[CH:13]=[CH:12][CH:11]=[C:10]2[C:5]=1[CH:6]=[CH:7][C:8](Cl)=[N:9]2)([O-])=O.[CH2:15]1[C:23]2[C:18](=[CH:19][CH:20]=[CH:21][CH:22]=2)[CH2:17][CH:16]1[NH2:24], predict the reaction product. The product is: [CH2:15]1[C:23]2[C:18](=[CH:19][CH:20]=[CH:21][CH:22]=2)[CH2:17][CH:16]1[NH:24][C:8]1[CH:7]=[CH:6][C:5]2[C:4]([NH2:1])=[CH:13][CH:12]=[CH:11][C:10]=2[N:9]=1.